From a dataset of Forward reaction prediction with 1.9M reactions from USPTO patents (1976-2016). Predict the product of the given reaction. (1) The product is: [F:22][C@@H:11]1[CH2:10][C@H:9]2[C@@:8]3([CH:23]=[CH2:24])[C@H:17]([CH2:16][CH2:15][C@:13]2([CH3:14])[C@@H:12]1[OH:21])[C:18]1[CH:19]=[CH:20][C:3]([OH:2])=[CH:4][C:5]=1[CH2:6][CH2:7]3. Given the reactants C[O:2][C:3]1[CH:20]=[CH:19][C:18]2[C@@H:17]3[C@:8]([CH:23]=[CH2:24])([C@H:9]4[C@@:13]([CH2:15][CH2:16]3)([CH3:14])[C@H:12]([OH:21])[C@H:11]([F:22])[CH2:10]4)[CH2:7][CH2:6][C:5]=2[CH:4]=1, predict the reaction product. (2) Given the reactants Cl.[CH3:2][O:3][C:4](=[O:17])[C@H:5]([CH2:7][C:8]1[CH:13]=[C:12]([I:14])[C:11]([OH:15])=[C:10]([I:16])[CH:9]=1)[NH2:6].[Cl:18][C:19]1[CH:20]=[C:21]([NH:26][CH:27]([C:29](O)=[O:30])[CH3:28])[CH:22]=[CH:23][C:24]=1[Cl:25].N[C@H](C(O)=O)C, predict the reaction product. The product is: [CH3:2][O:3][C:4](=[O:17])[C@H:5]([CH2:7][C:8]1[CH:9]=[C:10]([I:16])[C:11]([OH:15])=[C:12]([I:14])[CH:13]=1)[NH:6][C:29](=[O:30])[CH:27]([CH3:28])[NH:26][C:21]1[CH:22]=[CH:23][C:24]([Cl:25])=[C:19]([Cl:18])[CH:20]=1. (3) Given the reactants [CH:1]1[C:13]2[C:12](C3C=CC(O)=CC=3)(C3C=CC(O)=CC=3)[C:11]3[C:6](=[CH:7][CH:8]=[CH:9][CH:10]=3)[C:5]=2[CH:4]=[CH:3][CH:2]=1.C(Br)C=C.C([O-])([O-])=O.[K+].[K+], predict the reaction product. The product is: [CH:1]1[C:13]2[CH2:12][C:11]3[C:6](=[CH:7][CH:8]=[CH:9][CH:10]=3)[C:5]=2[CH:4]=[CH:3][CH:2]=1. (4) Given the reactants [CH3:1][C:2]([CH3:10])([CH3:9])[CH2:3][CH:4]([C:7]#[N:8])[C:5]#[N:6].[H-].[Na+].[H][H].Br[CH2:16][CH2:17][C:18]([F:21])([F:20])[F:19], predict the reaction product. The product is: [CH3:1][C:2]([CH3:10])([CH3:9])[CH2:3][C:4]([CH2:16][CH2:17][C:18]([F:21])([F:20])[F:19])([C:7]#[N:8])[C:5]#[N:6]. (5) Given the reactants [CH3:1][O:2][C:3]1[CH:8]=[CH:7][C:6]([C:9]2[C:18]([C:19]3[CH:24]=[CH:23][C:22]([O:25][CH3:26])=[CH:21][CH:20]=3)=[N:17][C:16]3[C:11](=[CH:12][CH:13]=[C:14]([S:27](O)(=[O:29])=[O:28])[CH:15]=3)[N:10]=2)=[CH:5][CH:4]=1.CN.Cl.C[CH2:35][N:36](C(C)C)C(C)C, predict the reaction product. The product is: [CH3:1][O:2][C:3]1[CH:4]=[CH:5][C:6]([C:9]2[C:18]([C:19]3[CH:24]=[CH:23][C:22]([O:25][CH3:26])=[CH:21][CH:20]=3)=[N:17][C:16]3[C:11](=[CH:12][CH:13]=[C:14]([S:27]([NH:36][CH3:35])(=[O:29])=[O:28])[CH:15]=3)[N:10]=2)=[CH:7][CH:8]=1. (6) Given the reactants [Cl:1][C:2]([F:38])([F:37])[C:3]1[N:7]2[C:8]3[CH:32]=[CH:31][C:30]([C:33]([F:36])([F:35])[F:34])=[CH:29][C:9]=3[C@H:10]([C:19]3[CH:24]=[CH:23][CH:22]=[C:21]([O:25][CH3:26])[C:20]=3[O:27][CH3:28])[O:11][C@@H:12]([CH2:13][C:14]([O:16]CC)=[O:15])[C:6]2=[N:5][N:4]=1.Cl, predict the reaction product. The product is: [Cl:1][C:2]([F:37])([F:38])[C:3]1[N:7]2[C:8]3[CH:32]=[CH:31][C:30]([C:33]([F:36])([F:35])[F:34])=[CH:29][C:9]=3[C@H:10]([C:19]3[CH:24]=[CH:23][CH:22]=[C:21]([O:25][CH3:26])[C:20]=3[O:27][CH3:28])[O:11][C@@H:12]([CH2:13][C:14]([OH:16])=[O:15])[C:6]2=[N:5][N:4]=1. (7) Given the reactants [NH:1]1[CH2:6][CH2:5][C:4](=[O:7])[CH2:3][CH2:2]1.O[C:9]1[C:10]([C:19]([NH2:21])=[O:20])=[CH:11][C:12]2[C:17]([CH:18]=1)=[CH:16][CH:15]=[CH:14][CH:13]=2.N1CCOCC1, predict the reaction product. The product is: [NH:1]1[CH2:6][CH2:5][C:4]2([NH:21][C:19](=[O:20])[C:10]3[CH:11]=[C:12]4[C:17](=[CH:18][C:9]=3[O:7]2)[CH:16]=[CH:15][CH:14]=[CH:13]4)[CH2:3][CH2:2]1.